From a dataset of Catalyst prediction with 721,799 reactions and 888 catalyst types from USPTO. Predict which catalyst facilitates the given reaction. (1) Reactant: [Cl:1][C:2]1[N:3]=[C:4](Cl)[C:5]2[S:10][CH:9]=[CH:8][C:6]=2[N:7]=1.C([Sn](CCCC)(CCCC)[C:17]1[CH2:18][CH2:19][O:20][CH2:21][CH:22]=1)CCC. Product: [Cl:1][C:2]1[N:3]=[C:4]([C:17]2[CH2:22][CH2:21][O:20][CH2:19][CH:18]=2)[C:5]2[S:10][CH:9]=[CH:8][C:6]=2[N:7]=1. The catalyst class is: 1. (2) The catalyst class is: 12. Product: [CH2:1]([C@H:3]1[C@@H:7]([N:8]2[C:17]3[C:12](=[CH:13][N:14]=[C:15]4[NH:20][CH:19]=[CH:18][C:16]4=3)[CH2:11][CH2:10][CH2:9]2)[CH2:6][C@@H:5]([NH:31][S:32]([CH:35]2[CH2:36][CH2:37]2)(=[O:34])=[O:33])[CH2:4]1)[CH3:2]. Reactant: [CH2:1]([C@H:3]1[C@@H:7]([N:8]2[C:17]3[C:12](=[CH:13][N:14]=[C:15]4[N:20](S(C5C=CC(C)=CC=5)(=O)=O)[CH:19]=[CH:18][C:16]4=3)[CH2:11][CH2:10][CH2:9]2)[CH2:6][C@@H:5]([NH:31][S:32]([CH:35]2[CH2:37][CH2:36]2)(=[O:34])=[O:33])[CH2:4]1)[CH3:2].[OH-].[Na+].O.CCOC(C)=O. (3) Reactant: C(=O)([O-])[O-].[Cs+].[Cs+].[N+]([C:10]1[CH:17]=[CH:16][CH:15]=[C:12]([C:13]#[N:14])[C:11]=1[C:18]#[N:19])([O-])=O.[CH3:20][C:21]1[CH:26]=[C:25]([CH3:27])[CH:24]=[C:23]([CH3:28])[C:22]=1[OH:29]. Product: [CH3:20][C:21]1[CH:26]=[C:25]([CH3:27])[CH:24]=[C:23]([CH3:28])[C:22]=1[O:29][C:10]1[CH:17]=[CH:16][CH:15]=[C:12]([C:13]#[N:14])[C:11]=1[C:18]#[N:19]. The catalyst class is: 60. (4) Reactant: [CH3:1][O:2][C:3]1[CH:4]=[C:5]2[C:10](=[C:11]([NH:13][CH2:14][CH2:15][CH2:16][C:17]#[N:18])[CH:12]=1)[N:9]=[CH:8][CH:7]=[CH:6]2.[H-].[H-].[H-].[H-].[Li+].[Al+3].[CH:25](=O)[CH3:26].[BH-](OC(C)=O)(OC(C)=O)O[C:30]([CH3:32])=O.[Na+]. Product: [CH2:30]([N:18]([CH2:25][CH3:26])[CH2:17][CH2:16][CH2:15][CH2:14][NH:13][C:11]1[CH:12]=[C:3]([O:2][CH3:1])[CH:4]=[C:5]2[C:10]=1[N:9]=[CH:8][CH:7]=[CH:6]2)[CH3:32]. The catalyst class is: 76. (5) Reactant: [N:1]1([C:6]2[CH:30]=[CH:29][C:9]([CH2:10][N:11]3[C:19]4[C:14](=[N:15][CH:16]=[CH:17][CH:18]=4)[C:13]([C:20]([NH:22][C@@H:23]4[CH2:28][CH2:27][CH2:26][NH:25][CH2:24]4)=[O:21])=[CH:12]3)=[CH:8][CH:7]=2)[CH:5]=[CH:4][CH:3]=[N:2]1.Cl[CH:32](Cl)C.C=O.C(O[BH-](OC(=O)C)OC(=O)C)(=O)C.[Na+]. Product: [N:1]1([C:6]2[CH:30]=[CH:29][C:9]([CH2:10][N:11]3[C:19]4[C:14](=[N:15][CH:16]=[CH:17][CH:18]=4)[C:13]([C:20]([NH:22][C@@H:23]4[CH2:28][CH2:27][CH2:26][N:25]([CH3:32])[CH2:24]4)=[O:21])=[CH:12]3)=[CH:8][CH:7]=2)[CH:5]=[CH:4][CH:3]=[N:2]1. The catalyst class is: 250. (6) Reactant: ClC1C=CC([C:8]2[CH:13]=C[C:11]([C:14]([OH:16])=O)=[C:10]([O:17]C)[CH:9]=2)=CC=1.OC1[C:21]([C:26]([OH:28])=[O:27])=[N:22][CH:23]=CC=1.[CH:29](N(C(C)C)CC)(C)[CH3:30].C[N:39](C)CCCN=C=NCC.ON1C2C=CC=CC=2N=N1. Product: [CH2:29]([O:28][C:26](=[O:27])[CH2:21][N:22]([C:14]([C:11]1[C:10]([OH:17])=[CH:9][CH:8]=[CH:13][N:39]=1)=[O:16])[CH3:23])[CH3:30]. The catalyst class is: 3.